This data is from Catalyst prediction with 721,799 reactions and 888 catalyst types from USPTO. The task is: Predict which catalyst facilitates the given reaction. Reactant: [Cl:1][C:2]1[CH:3]=[C:4]([CH2:8][CH2:9][NH:10][C:11]([C:13]2[N:14]=[C:15]([CH2:18][NH2:19])[S:16][CH:17]=2)=[O:12])[CH:5]=[CH:6][CH:7]=1.C(Cl)CCl.C1C=CC2N(O)N=NC=2C=1.[CH:34]([C:37]1[CH:47]=[CH:46][C:40]([O:41][CH2:42][C:43](O)=[O:44])=[CH:39][CH:38]=1)([CH3:36])[CH3:35]. Product: [Cl:1][C:2]1[CH:3]=[C:4]([CH2:8][CH2:9][NH:10][C:11]([C:13]2[N:14]=[C:15]([CH2:18][NH:19][C:43](=[O:44])[CH2:42][O:41][C:40]3[CH:46]=[CH:47][C:37]([CH:34]([CH3:35])[CH3:36])=[CH:38][CH:39]=3)[S:16][CH:17]=2)=[O:12])[CH:5]=[CH:6][CH:7]=1. The catalyst class is: 18.